This data is from Reaction yield outcomes from USPTO patents with 853,638 reactions. The task is: Predict the reaction yield, written as a fraction of the theoretical maximum amount of product (1.0 means a 100% yield; for example, 0.34 means a 34% yield). The reactants are C(OC(=O)[NH:10][C:11]1([CH3:43])[CH2:16][CH2:15][CH2:14][CH:13]([NH:17][C:18]2[N:23]=[C:22]([C:24]3[C:32]4[C:27](=[CH:28][CH:29]=[CH:30][CH:31]=4)[N:26]([S:33]([C:36]4[CH:41]=[CH:40][CH:39]=[CH:38][CH:37]=4)(=[O:35])=[O:34])[CH:25]=3)[C:21]([Cl:42])=[CH:20][N:19]=2)[CH2:12]1)C1C=CC=CC=1.B(Br)(Br)Br.CO. The catalyst is C(Cl)Cl. The product is [Cl:42][C:21]1[C:22]([C:24]2[C:32]3[C:27](=[CH:28][CH:29]=[CH:30][CH:31]=3)[N:26]([S:33]([C:36]3[CH:41]=[CH:40][CH:39]=[CH:38][CH:37]=3)(=[O:35])=[O:34])[CH:25]=2)=[N:23][C:18]([NH:17][CH:13]2[CH2:14][CH2:15][CH2:16][C:11]([CH3:43])([NH2:10])[CH2:12]2)=[N:19][CH:20]=1. The yield is 1.00.